Dataset: HIV replication inhibition screening data with 41,000+ compounds from the AIDS Antiviral Screen. Task: Binary Classification. Given a drug SMILES string, predict its activity (active/inactive) in a high-throughput screening assay against a specified biological target. (1) The drug is CC(=O)c1c(-c2ccccc2)c(-c2ccc(OCCN(C)C)cc2)n2ccccc12. The result is 0 (inactive). (2) The drug is CC(=O)COP(=O)(OCC(C)=O)OCC1OC(n2cc(C)c(=O)[nH]c2=O)CC1N=[N+]=[N-]. The result is 1 (active). (3) The drug is COCCOCN(C(=O)C1=CCC2(CC1)OCCO2)c1ccccc1I. The result is 0 (inactive). (4) The molecule is O=C1CN(Cc2ccccc2)CC(=O)N2Cc3ccccc3CN12. The result is 0 (inactive). (5) The compound is CN(CC#N)C1CCCC1(O)C#C[Si](C)(C)c1ccccc1. The result is 0 (inactive). (6) The molecule is c1csc(-c2ccc(-c3ccsc3)s2)c1. The result is 0 (inactive).